This data is from Forward reaction prediction with 1.9M reactions from USPTO patents (1976-2016). The task is: Predict the product of the given reaction. The product is: [C:20](=[O:21])([O:22][CH2:23][CH3:24])[O:11][CH:9]([N:1]1[CH:5]=[N:4][N:3]=[N:2]1)[CH3:10]. Given the reactants [NH:1]1[CH:5]=[N:4][N:3]=[N:2]1.C(#N)C.[CH:9](=[O:11])[CH3:10].C(N(CC)CC)C.Cl[C:20]([O:22][CH2:23][CH3:24])=[O:21], predict the reaction product.